Dataset: Reaction yield outcomes from USPTO patents with 853,638 reactions. Task: Predict the reaction yield, written as a fraction of the theoretical maximum amount of product (1.0 means a 100% yield; for example, 0.34 means a 34% yield). (1) The reactants are [C:1]([O:5][C:6]([N:8]1[CH2:13][CH2:12][C:11]2([CH2:18][C:17](=[O:19])[C:16]3[CH:20]=[C:21]([OH:24])[CH:22]=[CH:23][C:15]=3[O:14]2)[CH2:10][CH2:9]1)=[O:7])([CH3:4])([CH3:3])[CH3:2].[BH4-].[Na+]. The catalyst is CO. The product is [C:1]([O:5][C:6]([N:8]1[CH2:13][CH2:12][C:11]2([CH2:18][CH:17]([OH:19])[C:16]3[CH:20]=[C:21]([OH:24])[CH:22]=[CH:23][C:15]=3[O:14]2)[CH2:10][CH2:9]1)=[O:7])([CH3:4])([CH3:2])[CH3:3]. The yield is 0.900. (2) The reactants are [NH:1]([C:13]([O:15][C:16]([CH3:19])([CH3:18])[CH3:17])=[O:14])[C@H:2]([C:10]([OH:12])=[O:11])[CH2:3][C:4]1[CH:9]=[CH:8][CH:7]=[CH:6][CH:5]=1.C(=O)([O-])[O-].[K+].[K+].[CH2:26](Cl)[C:27]1[CH:32]=[CH:31][CH:30]=[CH:29][CH:28]=1. The catalyst is CN(C=O)C.O. The product is [C:16]([O:15][C:13]([NH:1][C@@H:2]([CH2:3][C:4]1[CH:9]=[CH:8][CH:7]=[CH:6][CH:5]=1)[C:10]([O:12][CH2:26][C:27]1[CH:32]=[CH:31][CH:30]=[CH:29][CH:28]=1)=[O:11])=[O:14])([CH3:19])([CH3:18])[CH3:17]. The yield is 0.950. (3) The product is [Br:1][C:2]1[CH:3]=[CH:4][C:5]2[N:6]([C:8]([C:18]([NH:28][CH3:27])=[O:20])=[C:9]([C:11]3[CH:12]=[CH:13][C:14]([F:17])=[CH:15][CH:16]=3)[N:10]=2)[CH:7]=1. The yield is 0.660. The catalyst is C1COCC1.ClCCCl. The reactants are [Br:1][C:2]1[CH:3]=[CH:4][C:5]2[N:6]([C:8]([C:18]([OH:20])=O)=[C:9]([C:11]3[CH:16]=[CH:15][C:14]([F:17])=[CH:13][CH:12]=3)[N:10]=2)[CH:7]=1.C(Cl)(=O)C(Cl)=O.[CH3:27][N:28](C=O)C.CN. (4) The reactants are CCN(C(C)C)C(C)C.[C:10]1([C:16]2[NH:20][N:19]=[C:18]([C:21]([NH:23][CH2:24][C:25]([OH:27])=O)=[O:22])[CH:17]=2)[CH:15]=[CH:14][CH:13]=[CH:12][CH:11]=1.C1C=CC2N(O)N=NC=2C=1.CCN=C=NCCCN(C)C.Cl.Cl.[C:51]1([CH3:64])[CH:56]=[CH:55][CH:54]=[C:53]([O:57][CH:58]2[CH2:63][CH2:62][NH:61][CH2:60][CH2:59]2)[CH:52]=1.Cl.ClC1C=CC=CC=1OC1CCNCC1. The catalyst is CN(C=O)C.O. The product is [O:27]=[C:25]([N:61]1[CH2:62][CH2:63][CH:58]([O:57][C:53]2[CH:52]=[C:51]([CH3:64])[CH:56]=[CH:55][CH:54]=2)[CH2:59][CH2:60]1)[CH2:24][NH:23][C:21]([C:18]1[CH:17]=[C:16]([C:10]2[CH:11]=[CH:12][CH:13]=[CH:14][CH:15]=2)[NH:20][N:19]=1)=[O:22]. The yield is 0.560. (5) The product is [NH2:8][C:5]1[CH:6]=[CH:7][C:2]([Cl:1])=[C:3]([CH2:11][C:12]([O:14][CH2:15][CH3:16])=[O:13])[CH:4]=1. The yield is 0.560. The reactants are [Cl:1][C:2]1[CH:7]=[CH:6][C:5]([N+:8]([O-])=O)=[CH:4][C:3]=1[CH2:11][C:12]([O:14][CH2:15][CH3:16])=[O:13].Cl. The catalyst is CCO.[Fe]. (6) The reactants are [CH3:1][N:2]1[CH2:7][CH2:6][N:5]([C:8]2[CH:13]=[CH:12][C:11]3[N:14]=[C:15]([C:17]4[CH:22]=[CH:21][C:20]5[NH:23][C:24]([NH:32][C:19]=5[CH:18]=4)=[C:25]4[CH:31]=[CH:30][C:28](=[O:29])[CH:27]=[CH:26]4)[NH:16][C:10]=3[CH:9]=2)[CH2:4][CH2:3]1.I[CH2:34][CH2:35][CH2:36][CH2:37][CH2:38][CH2:39][O:40][C:41]1[C:50]2[C:45](=[CH:46][CH:47]=[CH:48][CH:49]=2)[C:44](=[O:51])[C:43](=[O:52])[CH:42]=1. The catalyst is CO.CN(C=O)C.O. The product is [O:51]=[C:44]1[C:45]2[C:50](=[CH:49][CH:48]=[CH:47][CH:46]=2)[C:41]([O:40][CH2:39][CH2:38][CH2:37][CH2:36][CH2:35][CH2:34][O:29][C:28]2[CH:30]=[CH:31][C:25]([C:24]3[NH:23][C:20]4[CH:21]=[CH:22][C:17]([C:15]5[NH:14][C:11]6[CH:12]=[CH:13][C:8]([N:5]7[CH2:6][CH2:7][N:2]([CH3:1])[CH2:3][CH2:4]7)=[CH:9][C:10]=6[N:16]=5)=[CH:18][C:19]=4[N:32]=3)=[CH:26][CH:27]=2)=[CH:42][C:43]1=[O:52]. The yield is 0.300. (7) The reactants are Br[C:2]1[CH:11]=[C:10]([N+:12]([O-:14])=[O:13])[CH:9]=[CH:8][C:3]=1[C:4]([O:6][CH3:7])=[O:5].[C:15]([C:19]#[CH:20])([CH3:18])([CH3:17])[CH3:16].C(N(CC)CC)C. The catalyst is C(OCC)(=O)C.[Cu](I)I. The product is [CH3:16][C:15]([CH3:18])([CH3:17])[C:19]#[C:20][C:2]1[CH:11]=[C:10]([N+:12]([O-:14])=[O:13])[CH:9]=[CH:8][C:3]=1[C:4]([O:6][CH3:7])=[O:5]. The yield is 0.850.